Dataset: Catalyst prediction with 721,799 reactions and 888 catalyst types from USPTO. Task: Predict which catalyst facilitates the given reaction. (1) The catalyst class is: 85. Product: [Cl:1][C:2]1[CH:3]=[C:4]([CH:20]=[CH:21][C:22]=1[Cl:23])[CH2:5][C:6]1[C:11](=[O:12])[N:10]2[CH:13]=[C:14]([C:17]([NH:39][CH2:38][CH2:37][OH:36])=[O:18])[CH:15]=[CH:16][C:9]2=[N:8][CH:7]=1. Reactant: [Cl:1][C:2]1[CH:3]=[C:4]([CH:20]=[CH:21][C:22]=1[Cl:23])[CH2:5][C:6]1[C:11](=[O:12])[N:10]2[CH:13]=[C:14]([C:17](O)=[O:18])[CH:15]=[CH:16][C:9]2=[N:8][CH:7]=1.C(N1C=CN=C1)(N1C=CN=C1)=O.[OH:36][CH2:37][CH2:38][NH2:39]. (2) Reactant: [NH2:1][C:2]1[C:3]([O:19][C:20]2[CH:25]=[CH:24][CH:23]=[CH:22][CH:21]=2)=[N:4][C:5]([CH3:18])=[C:6]([CH3:17])[C:7]=1[NH:8][CH2:9][C:10]([NH:13][C:14](=[O:16])[CH3:15])([CH3:12])[CH3:11].C(N(CC)CC)C.[CH2:33]([O:35][CH2:36][C:37](Cl)=O)[CH3:34]. Product: [CH2:33]([O:35][CH2:36][C:37]1[N:8]([CH2:9][C:10]([NH:13][C:14](=[O:16])[CH3:15])([CH3:11])[CH3:12])[C:7]2[C:6]([CH3:17])=[C:5]([CH3:18])[N:4]=[C:3]([O:19][C:20]3[CH:21]=[CH:22][CH:23]=[CH:24][CH:25]=3)[C:2]=2[N:1]=1)[CH3:34]. The catalyst class is: 2. (3) The catalyst class is: 3. Reactant: [NH2:1][C@H:2]1[C:10]2[C:5](=[C:6]([C:11]3[N:15]=[C:14]([C:16]4[CH:17]=[CH:18][C:19]([O:24][CH:25]([CH3:27])[CH3:26])=[C:20]([CH:23]=4)[C:21]#[N:22])[O:13][N:12]=3)[CH:7]=[CH:8][CH:9]=2)[CH2:4][CH2:3]1.CCN(C(C)C)C(C)C.Cl[C:38]([O:40][CH3:41])=[O:39]. Product: [C:21]([C:20]1[CH:23]=[C:16]([C:14]2[O:13][N:12]=[C:11]([C:6]3[CH:7]=[CH:8][CH:9]=[C:10]4[C:5]=3[CH2:4][CH2:3][C@H:2]4[NH:1][C:38](=[O:39])[O:40][CH3:41])[N:15]=2)[CH:17]=[CH:18][C:19]=1[O:24][CH:25]([CH3:27])[CH3:26])#[N:22]. (4) Reactant: [CH:1]1([C:4]2[C:5]([N:24]3[CH2:29][CH2:28][N:27](C(OC(C)(C)C)=O)[CH2:26][CH2:25]3)=[C:6]3[C:12]([O:13][CH3:14])=[N:11][N:10]([CH2:15][C:16]4[CH:21]=[CH:20][C:19]([O:22][CH3:23])=[CH:18][CH:17]=4)[C:7]3=[N:8][CH:9]=2)[CH2:3][CH2:2]1.C(O)(C(F)(F)F)=O. Product: [CH:1]1([C:4]2[C:5]([N:24]3[CH2:25][CH2:26][NH:27][CH2:28][CH2:29]3)=[C:6]3[C:12]([O:13][CH3:14])=[N:11][N:10]([CH2:15][C:16]4[CH:17]=[CH:18][C:19]([O:22][CH3:23])=[CH:20][CH:21]=4)[C:7]3=[N:8][CH:9]=2)[CH2:2][CH2:3]1. The catalyst class is: 2. (5) Reactant: C(C(C)=O)C.O.[C:7]([C:9]1[CH:14]=[CH:13][CH:12]=[CH:11][C:10]=1[C:15]1[C:16](=[O:33])[N:17]([C:27]2[CH:32]=[CH:31][CH:30]=[CH:29][CH:28]=2)[CH:18]=[C:19]([C:21]2[CH:26]=[CH:25][CH:24]=[CH:23][N:22]=2)[CH:20]=1)#[N:8].[C:34]([OH:42])(=[O:41])[C:35]1[CH:40]=[CH:39][CH:38]=[CH:37][CH:36]=1. Product: [C:34]([OH:42])(=[O:41])[C:35]1[CH:40]=[CH:39][CH:38]=[CH:37][CH:36]=1.[C:7]([C:9]1[CH:14]=[CH:13][CH:12]=[CH:11][C:10]=1[C:15]1[C:16](=[O:33])[N:17]([C:27]2[CH:32]=[CH:31][CH:30]=[CH:29][CH:28]=2)[CH:18]=[C:19]([C:21]2[CH:26]=[CH:25][CH:24]=[CH:23][N:22]=2)[CH:20]=1)#[N:8]. The catalyst class is: 7. (6) Reactant: C[N:2]([CH:4]=O)[CH3:3].P(Cl)(Cl)(Cl)=[O:7].[NH:11]1C2[C:14](=[CH:15][C:16]([O:20][CH2:21][C:22]([O:24][CH2:25][CH3:26])=[O:23])=[CH:17][CH:18]=2)[CH:13]=[CH:12]1. Product: [OH:7][N:11]=[CH:12][C:13]1[C:14]2[C:3](=[CH:18][CH:17]=[C:16]([O:20][CH2:21][C:22]([O:24][CH2:25][CH3:26])=[O:23])[CH:15]=2)[NH:2][CH:4]=1. The catalyst class is: 68.